Dataset: Reaction yield outcomes from USPTO patents with 853,638 reactions. Task: Predict the reaction yield, written as a fraction of the theoretical maximum amount of product (1.0 means a 100% yield; for example, 0.34 means a 34% yield). The reactants are Cl[C:2]1[N:17]=[CH:16][CH:15]=[CH:14][C:3]=1[C:4]([NH:6][C:7]1[CH:12]=[CH:11][CH:10]=[CH:9][C:8]=1[OH:13])=[O:5].[OH-].[Na+]. The catalyst is CN(C=O)C. The product is [N:17]1[C:2]2[O:13][C:8]3[CH:9]=[CH:10][CH:11]=[CH:12][C:7]=3[NH:6][C:4](=[O:5])[C:3]=2[CH:14]=[CH:15][CH:16]=1. The yield is 0.580.